This data is from Forward reaction prediction with 1.9M reactions from USPTO patents (1976-2016). The task is: Predict the product of the given reaction. Given the reactants [CH3:1][C:2]1[N:3]=[C:4]([C:7]2([N:13]([C:17]3[CH:22]=[CH:21][CH:20]=[CH:19][CH:18]=3)[C:14](=[O:16])[CH3:15])[CH2:12][CH2:11][NH:10][CH2:9][CH2:8]2)[S:5][CH:6]=1.C(=O)([O-])[O-].[K+].[K+].Br[CH:30]([C:36]1[CH:41]=[CH:40][CH:39]=[CH:38][CH:37]=1)[C:31]([O:33][CH2:34][CH3:35])=[O:32].C(OCC)(=O)C, predict the reaction product. The product is: [C:14]([N:13]([C:17]1[CH:18]=[CH:19][CH:20]=[CH:21][CH:22]=1)[C:7]1([C:4]2[S:5][CH:6]=[C:2]([CH3:1])[N:3]=2)[CH2:12][CH2:11][N:10]([CH:30]([C:36]2[CH:41]=[CH:40][CH:39]=[CH:38][CH:37]=2)[C:31]([O:33][CH2:34][CH3:35])=[O:32])[CH2:9][CH2:8]1)(=[O:16])[CH3:15].